This data is from Full USPTO retrosynthesis dataset with 1.9M reactions from patents (1976-2016). The task is: Predict the reactants needed to synthesize the given product. (1) Given the product [Cl:10][C:6]1[N:5]=[CH:4][C:3]([C:11]([N:13]2[CH2:18][CH2:17][CH:16]([C:19]3[CH:24]=[CH:23][C:22]([F:25])=[CH:21][CH:20]=3)[CH2:15][CH2:14]2)=[O:12])=[C:2]([NH:26][C:27]2[CH:32]=[CH:31][CH:30]=[CH:29][C:28]=2[CH3:33])[C:7]=1[CH2:8][CH3:9], predict the reactants needed to synthesize it. The reactants are: Cl[C:2]1[C:7]([CH2:8][CH3:9])=[C:6]([Cl:10])[N:5]=[CH:4][C:3]=1[C:11]([N:13]1[CH2:18][CH2:17][CH:16]([C:19]2[CH:24]=[CH:23][C:22]([F:25])=[CH:21][CH:20]=2)[CH2:15][CH2:14]1)=[O:12].[NH2:26][C:27]1[C:28]([CH3:33])=[CH:29][CH:30]=[CH:31][CH:32]=1. (2) The reactants are: [F:1][C:2]([F:21])([F:20])[O:3][C:4]1[CH:12]=[CH:11][C:10]2[NH:9][C:8]3[CH:13]4[CH2:19][CH2:18][N:16]([CH2:17][C:7]=3[C:6]=2[CH:5]=1)[CH2:15][CH2:14]4.[C:22]([C:24]1[CH:25]=[N:26][CH:27]=[CH:28][CH:29]=1)#[CH:23]. Given the product [N:26]1[CH:27]=[CH:28][CH:29]=[C:24](/[CH:22]=[CH:23]/[N:9]2[C:10]3[CH:11]=[CH:12][C:4]([O:3][C:2]([F:1])([F:20])[F:21])=[CH:5][C:6]=3[C:7]3[CH2:17][N:16]4[CH2:15][CH2:14][CH:13]([C:8]2=3)[CH2:19][CH2:18]4)[CH:25]=1, predict the reactants needed to synthesize it. (3) Given the product [C:17]1([S:23]([N:4]2[CH2:5][CH2:6][NH:1][C:2](=[O:7])[CH2:3]2)(=[O:25])=[O:24])[CH:22]=[CH:21][CH:20]=[CH:19][CH:18]=1, predict the reactants needed to synthesize it. The reactants are: [NH:1]1[CH2:6][CH2:5][NH:4][CH2:3][C:2]1=[O:7].ClCCl.O1CCOCC1.[C:17]1([S:23](Cl)(=[O:25])=[O:24])[CH:22]=[CH:21][CH:20]=[CH:19][CH:18]=1. (4) Given the product [CH2:1]([O:8][C:9]1[C:14](=[O:15])[N:13]2[CH:16]=[CH:17][N:18]([CH2:19][C:20]([N:22]3[CH2:27][CH:26]([CH3:28])[O:25][CH:24]([CH3:29])[CH2:23]3)=[O:21])[C:12]2=[N:11][C:10]=1[C:30]1[S:31][C:32]([CH2:35][C:36]2[CH:41]=[CH:40][C:39]([F:42])=[CH:38][C:37]=2[S:43]([CH3:44])=[O:49])=[CH:33][N:34]=1)[C:2]1[CH:7]=[CH:6][CH:5]=[CH:4][CH:3]=1, predict the reactants needed to synthesize it. The reactants are: [CH2:1]([O:8][C:9]1[C:14](=[O:15])[N:13]2[CH:16]=[CH:17][N:18]([CH2:19][C:20]([N:22]3[CH2:27][CH:26]([CH3:28])[O:25][CH:24]([CH3:29])[CH2:23]3)=[O:21])[C:12]2=[N:11][C:10]=1[C:30]1[S:31][C:32]([CH2:35][C:36]2[CH:41]=[CH:40][C:39]([F:42])=[CH:38][C:37]=2[S:43][CH3:44])=[CH:33][N:34]=1)[C:2]1[CH:7]=[CH:6][CH:5]=[CH:4][CH:3]=1.OO.CC(O)=[O:49]. (5) Given the product [CH2:34]([O:25][C:23](=[O:24])[C:22]([CH3:21])=[CH:9][C:8]1[N:4]([CH:1]2[CH2:3][CH2:2]2)[C:5]([C:11]2[CH:16]=[C:15]([Cl:17])[N:14]=[C:13]([Cl:18])[CH:12]=2)=[N:6][CH:7]=1)[CH3:35], predict the reactants needed to synthesize it. The reactants are: [CH:1]1([N:4]2[C:8]([CH:9]=O)=[CH:7][N:6]=[C:5]2[C:11]2[CH:16]=[C:15]([Cl:17])[N:14]=[C:13]([Cl:18])[CH:12]=2)[CH2:3][CH2:2]1.C([C:21](CC)(CC)[CH:22](P(O)(O)=O)[C:23]([O-:25])=[O:24])C.[CH2:34]1CCN2C(=NCCC2)C[CH2:35]1. (6) The reactants are: [F:1][C:2]1([CH2:12][OH:13])[CH2:11][CH2:10][C:5]2([O:9][CH2:8][CH2:7][O:6]2)[CH2:4][CH2:3]1.[H-].[Na+].[Cl:16][C:17]1[CH:18]=[C:19]([S:24]([NH2:27])(=[O:26])=[O:25])[CH:20]=[N:21][C:22]=1Cl.[NH4+].[Cl-]. Given the product [Cl:16][C:17]1[CH:18]=[C:19]([S:24]([NH2:27])(=[O:26])=[O:25])[CH:20]=[N:21][C:22]=1[O:13][CH2:12][C:2]1([F:1])[CH2:11][CH2:10][C:5]2([O:6][CH2:7][CH2:8][O:9]2)[CH2:4][CH2:3]1, predict the reactants needed to synthesize it. (7) Given the product [F:1][C:2]1[CH:7]=[CH:6][C:5]([C:8]2[N:9]=[C:10]3[N:14]([C:15]=2[C:16]2[CH:21]=[CH:20][N:19]=[C:18]([S:26]([CH3:42])(=[O:28])=[O:25])[N:17]=2)[CH:13]=[CH:12][O:11]3)=[CH:4][CH:3]=1, predict the reactants needed to synthesize it. The reactants are: [F:1][C:2]1[CH:7]=[CH:6][C:5]([C:8]2[N:9]=[C:10]3[N:14]([C:15]=2[C:16]2[CH:21]=[CH:20][N:19]=[C:18](SC)[N:17]=2)[CH:13]=[CH:12][O:11]3)=[CH:4][CH:3]=1.O[O:25][S:26]([O-:28])=O.[K+].S(OOS([O-])(=O)=O)([O-])(=O)=O.[K+].[K+].[CH3:42]O. (8) Given the product [CH3:78][O:79][CH2:80][CH2:81][O:82][CH2:65][CH2:67][O:68][CH2:51][C:58]([NH:42][CH2:41][CH2:40][O:39][CH2:38][CH2:37][O:36][CH2:35][CH:34]([O:45][CH2:46][C:1]([NH:18][CH2:19][CH2:20][C:21]([OH:23])=[O:22])=[O:3])[CH2:33][O:32][CH2:31][CH2:30][O:29][CH2:28][CH2:27][NH:24][C:103](=[O:104])[CH2:102][O:101][CH2:92][CH2:93][O:94][CH2:95][CH2:96][O:97][CH3:98])=[O:69], predict the reactants needed to synthesize it. The reactants are: [C:1]([NH:18][CH2:19][CH2:20][C:21]([OH:23])=[O:22])([O:3]CC1C2C(=CC=CC=2)C2C1=CC=CC=2)=O.[N:24]([CH2:27][CH2:28][O:29][CH2:30][CH2:31][O:32][CH2:33][CH:34]([O:45][CH2:46]C(O)=O)[CH2:35][O:36][CH2:37][CH2:38][O:39][CH2:40][CH2:41][N:42]=[N+]=[N-])=[N+]=[N-].C[CH:51]([CH3:58])N=C=NC(C)C.CCN([CH:65]([CH3:67])C)C(C)C.[OH2:68].[OH2:69].Cl[Sn]Cl.COCCC[CH2:78][O:79][CH2:80][C:81](O)=[O:82].NCCOCCOC[CH:92]([O:101][CH2:102][C:103](NCCC(O)=O)=[O:104])[CH2:93][O:94][CH2:95][CH2:96][O:97][CH2:98]CN. (9) Given the product [C:1]1([P:7]([CH2:15]/[CH:16]=[N:19]\[OH:20])([C:9]2[CH:14]=[CH:13][CH:12]=[CH:11][CH:10]=2)=[O:8])[CH:6]=[CH:5][CH:4]=[CH:3][CH:2]=1, predict the reactants needed to synthesize it. The reactants are: [C:1]1([P:7]([CH2:15][CH:16]=O)([C:9]2[CH:14]=[CH:13][CH:12]=[CH:11][CH:10]=2)=[O:8])[CH:6]=[CH:5][CH:4]=[CH:3][CH:2]=1.Cl.[NH2:19][OH:20].[OH-].[Na+].Cl. (10) Given the product [Cl:13][C:14]1[CH:19]=[C:18]([N+:20]([O-:22])=[O:21])[CH:17]=[CH:16][C:15]=1[O:12][CH2:11][C:7]1[CH:8]=[CH:9][CH:10]=[C:5]([F:4])[CH:6]=1, predict the reactants needed to synthesize it. The reactants are: [H-].[Na+].O.[F:4][C:5]1[CH:6]=[C:7]([CH2:11][OH:12])[CH:8]=[CH:9][CH:10]=1.[Cl:13][C:14]1[CH:19]=[C:18]([N+:20]([O-:22])=[O:21])[CH:17]=[CH:16][C:15]=1F.